Dataset: Full USPTO retrosynthesis dataset with 1.9M reactions from patents (1976-2016). Task: Predict the reactants needed to synthesize the given product. Given the product [Cl:20][C:21]1[N:22]=[CH:23][C:24]([C:25]([C:2]2[CH:14]=[CH:13][C:5]([O:6][CH:7]3[CH2:12][CH2:11][CH2:10][CH2:9][O:8]3)=[CH:4][CH:3]=2)=[O:26])=[CH:31][CH:32]=1, predict the reactants needed to synthesize it. The reactants are: I[C:2]1[CH:14]=[CH:13][C:5]([O:6][CH:7]2[CH2:12][CH2:11][CH2:10][CH2:9][O:8]2)=[CH:4][CH:3]=1.C([Li])CCC.[Cl:20][C:21]1[CH:32]=[CH:31][C:24]([C:25](N(OC)C)=[O:26])=[CH:23][N:22]=1.[Cl-].[NH4+].